From a dataset of Reaction yield outcomes from USPTO patents with 853,638 reactions. Predict the reaction yield, written as a fraction of the theoretical maximum amount of product (1.0 means a 100% yield; for example, 0.34 means a 34% yield). The reactants are [CH3:1][C:2]1[C:14]2[C:5](=[N:6][C:7]3[C:12]([C:13]=2[NH2:15])=[CH:11][CH:10]=[CH:9][CH:8]=3)[N:4]([C:16]2[CH:21]=[CH:20][CH:19]=[CH:18][N:17]=2)[N:3]=1.[ClH:22].C(OCC)(=O)C. The catalyst is C(O)C. The product is [ClH:22].[CH3:1][C:2]1[C:14]2[C:5](=[N:6][C:7]3[C:12]([C:13]=2[NH2:15])=[CH:11][CH:10]=[CH:9][CH:8]=3)[N:4]([C:16]2[CH:21]=[CH:20][CH:19]=[CH:18][N:17]=2)[N:3]=1. The yield is 0.800.